Predict the product of the given reaction. From a dataset of Forward reaction prediction with 1.9M reactions from USPTO patents (1976-2016). (1) Given the reactants [CH2:1]([C:8]1[C:9](Cl)=[N:10][C:11]2[C:16]([CH:17]=1)=[CH:15][C:14]([Br:18])=[CH:13][CH:12]=2)[C:2]1[CH:7]=[CH:6][CH:5]=[CH:4][CH:3]=1.[NH:20]1[CH:24]=[CH:23][N:22]=[CH:21]1, predict the reaction product. The product is: [CH2:1]([C:8]1[C:9]([N:20]2[CH:24]=[CH:23][N:22]=[CH:21]2)=[N:10][C:11]2[C:16]([CH:17]=1)=[CH:15][C:14]([Br:18])=[CH:13][CH:12]=2)[C:2]1[CH:7]=[CH:6][CH:5]=[CH:4][CH:3]=1. (2) Given the reactants [CH3:1][O:2][N:3]=[C:4]1[CH2:8][C@@H:7]([C:9]2[O:13][N:12]=[C:11]([CH:14]3[CH2:19][CH2:18][NH:17][CH2:16][CH2:15]3)[N:10]=2)[N:6]([C:20]([C:22]2[CH:27]=[CH:26][C:25]([C:28]3[CH:33]=[CH:32][CH:31]=[CH:30][CH:29]=3)=[CH:24][CH:23]=2)=[O:21])[CH2:5]1.[CH2:34](N(CC)CC)C.CI.C(=O)([O-])[O-].[Na+].[Na+], predict the reaction product. The product is: [CH3:1][O:2][N:3]=[C:4]1[CH2:8][C@@H:7]([C:9]2[O:13][N:12]=[C:11]([CH:14]3[CH2:19][CH2:18][N:17]([CH3:34])[CH2:16][CH2:15]3)[N:10]=2)[N:6]([C:20]([C:22]2[CH:23]=[CH:24][C:25]([C:28]3[CH:33]=[CH:32][CH:31]=[CH:30][CH:29]=3)=[CH:26][CH:27]=2)=[O:21])[CH2:5]1. (3) Given the reactants [CH3:1][O:2][C:3]([C:5]1[S:6][C:7]([C:11]#[C:12][C:13]([CH3:16])([CH3:15])[CH3:14])=[CH:8][C:9]=1Br)=[O:4].C([O-])([O-])=O.[K+].[K+].[CH:23]1([CH:29]2[NH:34][C:33](=[O:35])[C@:32]([CH2:37][CH2:38][CH2:39][OH:40])([CH3:36])[O:31][CH2:30]2)[CH2:28][CH2:27][CH2:26][CH2:25][CH2:24]1, predict the reaction product. The product is: [CH3:1][O:2][C:3]([C:5]1[S:6][C:7]([C:11]#[C:12][C:13]([CH3:16])([CH3:15])[CH3:14])=[CH:8][C:9]=1[N:34]1[C@H:29]([CH:23]2[CH2:28][CH2:27][CH2:26][CH2:25][CH2:24]2)[CH2:30][O:31][C@@:32]([CH2:37][CH2:38][CH2:39][OH:40])([CH3:36])[C:33]1=[O:35])=[O:4]. (4) Given the reactants [C:1]([O:5][C:6]([N:8]1[C@H:13]([C:14](O)=[O:15])[C@@H:12]2[CH2:17][CH2:18][C@H:9]1[CH2:10][C@H:11]2[OH:19])=[O:7])([CH3:4])([CH3:3])[CH3:2].[NH:20]1[CH2:24][CH2:23][CH2:22][C@H:21]1[C:25]([NH2:27])=[O:26].O.ON1C2C=CC=CC=2N=N1.Cl.CN(C)CCCN=C=NCC.C(N(CC)C(C)C)(C)C, predict the reaction product. The product is: [NH2:27][C:25]([C@@H:21]1[CH2:22][CH2:23][CH2:24][N:20]1[C:14]([C@@H:13]1[C@@H:12]2[CH2:17][CH2:18][C@@H:9]([CH2:10][C@H:11]2[OH:19])[N:8]1[C:6]([O:5][C:1]([CH3:2])([CH3:3])[CH3:4])=[O:7])=[O:15])=[O:26]. (5) Given the reactants Cl.[CH3:2][O:3][C:4](=[O:13])[CH2:5][C:6]1[CH:11]=[CH:10][CH:9]=[C:8]([NH2:12])[CH:7]=1.C(N(C(C)C)CC)(C)C.Cl[CH2:24][CH2:25][N:26]=[C:27]=[O:28].[Cl-].[NH4+], predict the reaction product. The product is: [CH3:2][O:3][C:4](=[O:13])[CH2:5][C:6]1[CH:11]=[CH:10][CH:9]=[C:8]([N:12]2[CH2:24][CH2:25][NH:26][C:27]2=[O:28])[CH:7]=1.